From a dataset of Catalyst prediction with 721,799 reactions and 888 catalyst types from USPTO. Predict which catalyst facilitates the given reaction. (1) Reactant: [CH3:1][O:2][CH:3]([CH:5]1[CH2:9][CH2:8][CH2:7][N:6]1C(OC(C)(C)C)=O)[CH3:4].C(O)(C(F)(F)F)=O. Product: [CH3:1][O:2][CH:3]([CH:5]1[CH2:9][CH2:8][CH2:7][NH:6]1)[CH3:4]. The catalyst class is: 2. (2) Reactant: [OH:1][CH:2]1[CH2:7][CH2:6][CH:5]([C:8](=O)[CH2:9][CH:10]([C:18]2[CH:23]=[CH:22][C:21]([S:24]([CH3:27])(=[O:26])=[O:25])=[CH:20][CH:19]=2)[C:11]2[CH:16]=[CH:15][CH:14]=[CH:13][C:12]=2[CH3:17])[CH2:4][CH2:3]1.C(=O)([O-])O.[Na+].Cl.[NH2:35][OH:36].C(O)C. Product: [OH:1][CH:2]1[CH2:7][CH2:6][CH:5](/[C:8](=[N:35]/[OH:36])/[CH2:9][CH:10]([C:18]2[CH:23]=[CH:22][C:21]([S:24]([CH3:27])(=[O:26])=[O:25])=[CH:20][CH:19]=2)[C:11]2[CH:16]=[CH:15][CH:14]=[CH:13][C:12]=2[CH3:17])[CH2:4][CH2:3]1.[OH:1][CH:2]1[CH2:7][CH2:6][CH:5](/[C:8](=[N:35]\[OH:36])/[CH2:9][CH:10]([C:18]2[CH:23]=[CH:22][C:21]([S:24]([CH3:27])(=[O:26])=[O:25])=[CH:20][CH:19]=2)[C:11]2[CH:16]=[CH:15][CH:14]=[CH:13][C:12]=2[CH3:17])[CH2:4][CH2:3]1. The catalyst class is: 6. (3) Reactant: [NH2:1][C:2]1[CH:3]=[C:4]2[C:9](=[CH:10][CH:11]=1)[N:8]=[CH:7][CH:6]=[CH:5]2.[CH:12]([O:19][CH2:20][CH3:21])([O:16]CC)OCC.[N+:22]([CH2:25][C:26](OCC)=O)([O-])=O.[C:31](O)(=O)C. Product: [CH2:20]([O:19][C:12]([C:25]1[N:22]=[CH:31][N:1]([C:2]2[CH:3]=[C:4]3[C:9](=[CH:10][CH:11]=2)[N:8]=[CH:7][CH:6]=[CH:5]3)[CH:26]=1)=[O:16])[CH3:21]. The catalyst class is: 292. (4) Reactant: [Br:1][CH2:2][C:3](Br)=[O:4].[NH:6]1[CH2:10][CH2:9][CH2:8][C@H:7]1[C:11]#[N:12].N1C=CC=CC=1. Product: [Br:1][CH2:2][C:3]([N:6]1[CH2:10][CH2:9][CH2:8][C@H:7]1[C:11]#[N:12])=[O:4]. The catalyst class is: 64. (5) Reactant: Cl[C:2]1[C:7]([Br:8])=[CH:6][N:5]=[CH:4][N:3]=1.[SH:9][CH2:10][C:11]([O:13][CH3:14])=[O:12].C(=O)([O-])[O-].[Na+].[Na+]. Product: [Br:8][C:7]1[C:2]([S:9][CH2:10][C:11]([O:13][CH3:14])=[O:12])=[N:3][CH:4]=[N:5][CH:6]=1. The catalyst class is: 3.